From a dataset of Reaction yield outcomes from USPTO patents with 853,638 reactions. Predict the reaction yield, written as a fraction of the theoretical maximum amount of product (1.0 means a 100% yield; for example, 0.34 means a 34% yield). (1) The reactants are C(NC1CCC([CH2:11][NH:12][C:13](=[O:19])[O:14][C:15]([CH3:18])([CH3:17])[CH3:16])CC1)(C)C.[N:20]1([CH:29]=[O:30])[C:24]2[CH:25]=[CH:26][CH:27]=[CH:28][C:23]=2N=N1.[CH2:31]1[CH2:35]OC[CH2:32]1. No catalyst specified. The product is [CH:31]([C:29]([NH:20][CH:24]1[CH2:25][CH2:26][CH:27]([CH2:11][NH:12][C:13](=[O:19])[O:14][C:15]([CH3:16])([CH3:17])[CH3:18])[CH2:28][CH2:23]1)=[O:30])([CH3:35])[CH3:32]. The yield is 1.00. (2) The reactants are Cl.[Cl:2][C:3]1[CH:4]=[C:5]2[C:9](=[CH:10][CH:11]=1)[NH:8][CH:7]=[C:6]2[CH2:12][CH2:13][NH2:14].[CH2:15]1[C:23]2[C:18](=[CH:19][C:20]([N:24]3[CH2:28][CH2:27][CH:26]([C:29](O)=[O:30])[C:25]3=[O:32])=[CH:21][CH:22]=2)[CH2:17][CH2:16]1.CN(C(ON1N=NC2C=CC=NC1=2)=[N+](C)C)C.F[P-](F)(F)(F)(F)F.C(N(CC)C(C)C)(C)C. The catalyst is CN(C=O)C. The product is [Cl:2][C:3]1[CH:4]=[C:5]2[C:9](=[CH:10][CH:11]=1)[NH:8][CH:7]=[C:6]2[CH2:12][CH2:13][NH:14][C:29]([CH:26]1[CH2:27][CH2:28][N:24]([C:20]2[CH:19]=[C:18]3[C:23](=[CH:22][CH:21]=2)[CH2:15][CH2:16][CH2:17]3)[C:25]1=[O:32])=[O:30]. The yield is 0.430. (3) The reactants are Br[C:2]1[CH:22]=[CH:21][C:5]2[N:6]([CH3:20])[C:7](=[O:19])[CH2:8][N:9]=[C:10]([C:11]3[CH:12]=[C:13]([CH:16]=[CH:17][CH:18]=3)[C:14]#[N:15])[C:4]=2[CH:3]=1.C1(B(O)O)C=CC=CC=1.[CH3:32][O:33][C:34]1[CH:39]=[C:38]([O:40][CH3:41])[CH:37]=[CH:36][C:35]=1B(O)O. No catalyst specified. The product is [CH3:32][O:33][C:34]1[CH:39]=[C:38]([O:40][CH3:41])[CH:37]=[CH:36][C:35]=1[C:2]1[CH:22]=[CH:21][C:5]2[N:6]([CH3:20])[C:7](=[O:19])[CH2:8][N:9]=[C:10]([C:11]3[CH:12]=[C:13]([CH:16]=[CH:17][CH:18]=3)[C:14]#[N:15])[C:4]=2[CH:3]=1. The yield is 0.490. (4) The reactants are [NH2:1][CH2:2][C@@H:3]([N:5]1[CH:9]=[CH:8][C:7]([C:10]2[CH:17]=[CH:16][C:13]([C:14]#[N:15])=[C:12]([Cl:18])[CH:11]=2)=[N:6]1)[CH3:4].[C:19]([C:22]1[O:23][CH:24]=[C:25]([C:27](O)=[O:28])[N:26]=1)(=[O:21])[CH3:20]. No catalyst specified. The product is [C:19]([C:22]1[O:23][CH:24]=[C:25]([C:27]([NH:1][CH2:2][C@@H:3]([N:5]2[CH:9]=[CH:8][C:7]([C:10]3[CH:17]=[CH:16][C:13]([C:14]#[N:15])=[C:12]([Cl:18])[CH:11]=3)=[N:6]2)[CH3:4])=[O:28])[N:26]=1)(=[O:21])[CH3:20]. The yield is 0.360. (5) The catalyst is ClCCl.C(OCC)(=O)C.C(=O)(O)[O-].[Na+]. The yield is 0.690. The product is [C:19]([O:23][C:24]1[C:25]([CH2:30][N:15]2[CH2:14][CH2:13][C:12]([C:10](=[O:11])[CH2:9][C:4]3[CH:5]=[CH:6][CH:7]=[CH:8][C:3]=3[F:2])([CH3:18])[CH2:17][CH2:16]2)=[N:26][CH:27]=[CH:28][N:29]=1)([CH3:22])([CH3:21])[CH3:20]. The reactants are Cl.[F:2][C:3]1[CH:8]=[CH:7][CH:6]=[CH:5][C:4]=1[CH2:9][C:10]([C:12]1([CH3:18])[CH2:17][CH2:16][NH:15][CH2:14][CH2:13]1)=[O:11].[C:19]([O:23][C:24]1[C:25]([CH:30]=O)=[N:26][CH:27]=[CH:28][N:29]=1)([CH3:22])([CH3:21])[CH3:20].C(O[BH-](OC(=O)C)OC(=O)C)(=O)C.[Na+]. (6) The catalyst is CN1C(=O)CCC1.CCOC(C)=O.O. The yield is 0.690. The product is [NH2:15][C:14]1[O:22][C:21]([C:20]2[C:19]([F:18])=[CH:27][CH:26]=[CH:25][C:24]=2[F:28])=[N:12][C:13]=1[C:16]#[N:17]. The reactants are C1(C)C=CC(S(O)(=O)=O)=CC=1.[NH2:12][CH:13]([C:16]#[N:17])[C:14]#[N:15].[F:18][C:19]1[CH:27]=[CH:26][CH:25]=[C:24]([F:28])[C:20]=1[C:21](Cl)=[O:22]. (7) The reactants are Cl[C:2]1[N:7]2[N:8]=[C:9]([CH3:11])[CH:10]=[C:6]2[N:5]=[C:4]([NH:12][C:13](=[O:24])[C:14]2[CH:19]=[CH:18][C:17]([C:20]([OH:23])([CH3:22])[CH3:21])=[CH:16][CH:15]=2)[CH:3]=1.[C:25]1(B(O)O)[CH:30]=[CH:29][CH:28]=[CH:27][CH:26]=1.O1CCOCC1. The catalyst is CO. The product is [OH:23][C:20]([C:17]1[CH:18]=[CH:19][C:14]([C:13]([NH:12][C:4]2[CH:3]=[C:2]([C:25]3[CH:30]=[CH:29][CH:28]=[CH:27][CH:26]=3)[N:7]3[N:8]=[C:9]([CH3:11])[CH:10]=[C:6]3[N:5]=2)=[O:24])=[CH:15][CH:16]=1)([CH3:22])[CH3:21]. The yield is 0.250. (8) The reactants are [CH3:1][C:2]([C:8]1[CH:13]=[CH:12][CH:11]=[CH:10][CH:9]=1)([CH3:7])[CH2:3][C:4]([OH:6])=O.[OH:14][C:15]1[C:23]2N=NNC=2C=C[CH:16]=1.[CH3:24]N1CCOCC1.[CH3:31]/[C:32](=[CH:38]\[CH:39]([N:43]([CH3:52])[C:44](=[O:51])[C@H:45]([C:47]([CH3:50])([CH3:49])[CH3:48])[NH2:46])[CH2:40][CH:41]=[CH2:42])/[C:33]([O:35]CC)=[O:34].[CH3:53][N:54](C)[CH:55]=[O:56]. No catalyst specified. The product is [C:15]([O:14][C:55]([N:54]([CH3:53])[CH:3]([C:2]([CH3:1])([C:8]1[CH:13]=[CH:12][CH:11]=[CH:10][CH:9]=1)[CH3:7])[C:4]([NH:46][CH:45]([C:47]([CH3:48])([CH3:49])[CH3:50])[C:44]([N:43]([CH3:52])[C@@H:39]([CH2:40][CH:41]=[CH2:42])/[CH:38]=[C:32](\[CH3:31])/[C:33]([OH:35])=[O:34])=[O:51])=[O:6])=[O:56])([CH3:16])([CH3:23])[CH3:24]. The yield is 0.870. (9) No catalyst specified. The reactants are [F:1][C:2]1[CH:3]=[C:4]([C:10]2[C:11]([C:17]3[CH:22]=[CH:21][C:20]([O:23][CH3:24])=[CH:19][CH:18]=3)=[CH:12][C:13](=[O:16])[NH:14][N:15]=2)[CH:5]=[CH:6][C:7]=1[O:8][CH3:9].[CH2:25](Br)[CH:26]([CH3:28])[CH3:27]. The yield is 0.913. The product is [F:1][C:2]1[CH:3]=[C:4]([C:10]2[C:11]([C:17]3[CH:18]=[CH:19][C:20]([O:23][CH3:24])=[CH:21][CH:22]=3)=[CH:12][C:13](=[O:16])[N:14]([CH2:25][CH:26]([CH3:28])[CH3:27])[N:15]=2)[CH:5]=[CH:6][C:7]=1[O:8][CH3:9]. (10) The reactants are [NH2:1][C:2]1[C:3](=[O:9])[N:4]([CH3:8])[N:5]=[CH:6][CH:7]=1.[F:10][C:11]([F:26])([F:25])[C:12]1[CH:13]=[C:14]([CH:22]=[CH:23][CH:24]=1)[O:15][CH:16]1[CH2:21][CH2:20][NH:19][CH2:18][CH2:17]1.Cl.FC(F)(F)C1C=CC=C[C:31]=1[O:32]C1CCNCC1. No catalyst specified. The product is [CH3:8][N:4]1[C:3](=[O:9])[C:2]([NH:1][C:31]([N:19]2[CH2:18][CH2:17][CH:16]([O:15][C:14]3[CH:13]=[C:12]([C:11]([F:10])([F:25])[F:26])[CH:24]=[CH:23][CH:22]=3)[CH2:21][CH2:20]2)=[O:32])=[CH:7][CH:6]=[N:5]1. The yield is 0.360.